From a dataset of Forward reaction prediction with 1.9M reactions from USPTO patents (1976-2016). Predict the product of the given reaction. (1) Given the reactants [OH:1][CH:2]1[CH2:7][CH2:6][NH:5][CH2:4][CH2:3]1.Cl[C:9]1[CH:10]=[CH:11][C:12]2[N:13]([C:15]([C:18]([F:21])([F:20])[F:19])=[N:16][N:17]=2)[N:14]=1.CCN(C(C)C)C(C)C.CCOCC, predict the reaction product. The product is: [F:20][C:18]([F:19])([F:21])[C:15]1[N:13]2[N:14]=[C:9]([N:5]3[CH2:6][CH2:7][CH:2]([OH:1])[CH2:3][CH2:4]3)[CH:10]=[CH:11][C:12]2=[N:17][N:16]=1. (2) Given the reactants [F:1][C:2]1[C:19]([NH:20][S:21]([CH2:24][CH2:25][CH3:26])(=[O:23])=[O:22])=[CH:18][CH:17]=[C:16]([F:27])[C:3]=1[C:4]([NH:6][C:7]1[CH:8]=[C:9]2[CH:15]=[CH:14][NH:13][C:10]2=[N:11][CH:12]=1)=[O:5].[Br:28]N1C(=O)CCC1=O, predict the reaction product. The product is: [Br:28][C:15]1[C:9]2[C:10](=[N:11][CH:12]=[C:7]([NH:6][C:4](=[O:5])[C:3]3[C:16]([F:27])=[CH:17][CH:18]=[C:19]([NH:20][S:21]([CH2:24][CH2:25][CH3:26])(=[O:23])=[O:22])[C:2]=3[F:1])[CH:8]=2)[NH:13][CH:14]=1.